From a dataset of Reaction yield outcomes from USPTO patents with 853,638 reactions. Predict the reaction yield, written as a fraction of the theoretical maximum amount of product (1.0 means a 100% yield; for example, 0.34 means a 34% yield). (1) The reactants are [C:1](=O)([O-])[O-].[K+].[K+].CI.[CH3:9][O:10][C:11]1[CH:16]=[CH:15][C:14]([C:17]2[CH:22]=[CH:21][C:20]([S:23]([NH:26][CH2:27][C:28]#[CH:29])(=[O:25])=[O:24])=[CH:19][CH:18]=2)=[CH:13][CH:12]=1. The catalyst is CN(C=O)C.CCOC(C)=O. The product is [CH3:9][O:10][C:11]1[CH:12]=[CH:13][C:14]([C:17]2[CH:22]=[CH:21][C:20]([S:23]([N:26]([CH3:1])[CH2:27][C:28]#[CH:29])(=[O:25])=[O:24])=[CH:19][CH:18]=2)=[CH:15][CH:16]=1. The yield is 0.770. (2) The reactants are [C:1]([O:7][C:8]1[C:9]([CH3:18])=[C:10]2[N:15]([CH:16]=1)[N:14]=[CH:13][N:12]=[C:11]2Cl)(=[O:6])[C:2]([CH3:5])([CH3:4])[CH3:3].[F:19][C:20]1[CH:25]=[C:24]([N+:26]([O-:28])=[O:27])[CH:23]=[CH:22][C:21]=1[OH:29].C([O-])([O-])=O.[K+].[K+]. The catalyst is CN(C=O)C. The product is [C:1]([O:7][C:8]1[C:9]([CH3:18])=[C:10]2[N:15]([CH:16]=1)[N:14]=[CH:13][N:12]=[C:11]2[O:29][C:21]1[CH:22]=[CH:23][C:24]([N+:26]([O-:28])=[O:27])=[CH:25][C:20]=1[F:19])(=[O:6])[C:2]([CH3:5])([CH3:4])[CH3:3]. The yield is 0.440. (3) The reactants are [CH3:1][N:2]([C:6]1[CH:11]=[CH:10][CH:9]=[CH:8][CH:7]=1)[C:3](=[O:5])[CH3:4].[SH:12]([O:15]Cl)(=O)=[O:13].[Cl:17]CCl. No catalyst specified. The product is [CH3:1][N:2]([C:6]1[CH:11]=[CH:10][C:9]([S:12]([Cl:17])(=[O:15])=[O:13])=[CH:8][CH:7]=1)[C:3](=[O:5])[CH3:4]. The yield is 0.110. (4) The reactants are C([O:3][CH:4](OCC)[C:5]1[CH:10]=[CH:9][C:8]([CH:11]2[NH:23][C:21]3[C:22]4[C:13](=[N:14][NH:15][C:16](=[O:24])[C:17]=4[CH:18]=[CH:19][CH:20]=3)[CH:12]2[C:25]2[CH:30]=[CH:29][C:28]([F:31])=[CH:27][CH:26]=2)=[CH:7][CH:6]=1)C.C(=O)([O-])[O-].[K+].[K+]. The catalyst is O. The product is [F:31][C:28]1[CH:27]=[CH:26][C:25]([CH:12]2[C:13]3=[N:14][NH:15][C:16](=[O:24])[C:17]4[CH:18]=[CH:19][CH:20]=[C:21]([C:22]=43)[NH:23][CH:11]2[C:8]2[CH:7]=[CH:6][C:5]([CH:4]=[O:3])=[CH:10][CH:9]=2)=[CH:30][CH:29]=1. The yield is 0.980. (5) The reactants are C([Li])CCC.[S:6]1[C:10]([C:11]2[C:12]3[CH:19]=[CH:18][N:17]([CH2:20][O:21][CH2:22][CH2:23][Si:24]([CH3:27])([CH3:26])[CH3:25])[C:13]=3[N:14]=[CH:15][N:16]=2)=[CH:9][N:8]=[CH:7]1.C(Br)(Br)(Br)[Br:29]. The catalyst is CCCCCC.C1COCC1. The product is [Br:29][C:7]1[S:6][C:10]([C:11]2[C:12]3[CH:19]=[CH:18][N:17]([CH2:20][O:21][CH2:22][CH2:23][Si:24]([CH3:27])([CH3:26])[CH3:25])[C:13]=3[N:14]=[CH:15][N:16]=2)=[CH:9][N:8]=1. The yield is 0.570. (6) The reactants are [CH2:1]([O:3][P:4]([CH:9]([N:14]([C:24]([CH3:27])([CH3:26])[CH3:25])[O:15][CH:16]([C:18]1[CH:23]=[CH:22][N:21]=[CH:20][CH:19]=1)[CH3:17])[C:10]([CH3:13])([CH3:12])[CH3:11])(=[O:8])[O:5][CH2:6][CH3:7])[CH3:2].[CH3:28][S:29]([O-:32])(=[O:31])=[O:30]. The catalyst is C1COCC1. The product is [CH3:16][C:18]1[CH:19]=[CH:20][C:28]([S:29]([O-:32])(=[O:31])=[O:30])=[CH:22][CH:23]=1.[CH3:28][N+:21]1[CH:20]=[CH:19][C:18]([CH:16]([O:15][N:14]([C:24]([CH3:26])([CH3:25])[CH3:27])[CH:9]([P:4]([O:5][CH2:6][CH3:7])([O:3][CH2:1][CH3:2])=[O:8])[C:10]([CH3:13])([CH3:12])[CH3:11])[CH3:17])=[CH:23][CH:22]=1. The yield is 0.830. (7) The reactants are [H-].[Na+].[C:3]([N:11]1[CH2:16][CH2:15][N:14]([C:17](=[O:29])[C:18]([C:20]2[C:28]3[C:23](=[N:24][CH:25]=[CH:26][CH:27]=3)[NH:22][CH:21]=2)=[O:19])[C@H:13]([CH3:30])[CH2:12]1)(=[O:10])[C:4]1[CH:9]=[CH:8][CH:7]=[CH:6][CH:5]=1.[CH3:31]N(C=O)C. No catalyst specified. The product is [C:3]([N:11]1[CH2:16][CH2:15][N:14]([C:17](=[O:29])[C:18]([C:20]2[C:28]3[C:23](=[N:24][CH:25]=[CH:26][CH:27]=3)[N:22]([CH3:31])[CH:21]=2)=[O:19])[C@H:13]([CH3:30])[CH2:12]1)(=[O:10])[C:4]1[CH:5]=[CH:6][CH:7]=[CH:8][CH:9]=1. The yield is 0.240. (8) The reactants are [C:1]1(=[C:7]([C:21]2[CH:26]=[CH:25][C:24]([OH:27])=[CH:23][C:22]=2[CH3:28])[C:8]2[CH:13]=[CH:12][C:11](/[CH:14]=[CH:15]/[C:16]([O:18]CC)=[O:17])=[CH:10][CH:9]=2)[CH2:6][CH2:5][CH2:4][CH2:3][CH2:2]1.[OH-].[Na+].Cl. The catalyst is CCO.C1COCC1. The product is [C:1]1(=[C:7]([C:21]2[CH:26]=[CH:25][C:24]([OH:27])=[CH:23][C:22]=2[CH3:28])[C:8]2[CH:13]=[CH:12][C:11](/[CH:14]=[CH:15]/[C:16]([OH:18])=[O:17])=[CH:10][CH:9]=2)[CH2:6][CH2:5][CH2:4][CH2:3][CH2:2]1. The yield is 1.00.